This data is from Full USPTO retrosynthesis dataset with 1.9M reactions from patents (1976-2016). The task is: Predict the reactants needed to synthesize the given product. The reactants are: [CH3:1][O-:2].[Na+].Cl[C:5]1[N:10]=[N:9][C:8]([N:11]2[C:15]([C:16]3[CH:21]=[N:20][C:19]([CH3:22])=[CH:18][N:17]=3)=[CH:14][C:13]([C:23]([O:25]C)=[O:24])=[N:12]2)=[CH:7][CH:6]=1.O.Cl. Given the product [CH3:1][O:2][C:5]1[N:10]=[N:9][C:8]([N:11]2[C:15]([C:16]3[CH:21]=[N:20][C:19]([CH3:22])=[CH:18][N:17]=3)=[CH:14][C:13]([C:23]([OH:25])=[O:24])=[N:12]2)=[CH:7][CH:6]=1, predict the reactants needed to synthesize it.